Dataset: Full USPTO retrosynthesis dataset with 1.9M reactions from patents (1976-2016). Task: Predict the reactants needed to synthesize the given product. (1) Given the product [N+:1]([C:4]1[CH:5]=[CH:6][C:7]2[O:10][C:5]3[CH2:6][CH2:7][CH2:8][CH2:9][C:4]=3[C:8]=2[CH:9]=1)([O-:3])=[O:2], predict the reactants needed to synthesize it. The reactants are: [N+:1]([C:4]1[CH:9]=[CH:8][C:7]([O:10]N=C2CCCCC2)=[CH:6][CH:5]=1)([O-:3])=[O:2].Cl. (2) Given the product [Cl:18][C:15]1[CH:16]=[CH:17][C:12]([C:10]2[C:9]3[C:4](=[CH:5][CH:6]=[CH:7][CH:8]=3)[C:3](=[O:19])[N:2]([NH:1][C:28](=[O:29])[CH2:27][C:24]3[CH:25]=[CH:26][C:21]([OH:20])=[CH:22][CH:23]=3)[N:11]=2)=[CH:13][CH:14]=1, predict the reactants needed to synthesize it. The reactants are: [NH2:1][N:2]1[N:11]=[C:10]([C:12]2[CH:17]=[CH:16][C:15]([Cl:18])=[CH:14][CH:13]=2)[C:9]2[C:4](=[CH:5][CH:6]=[CH:7][CH:8]=2)[C:3]1=[O:19].[OH:20][C:21]1[CH:26]=[CH:25][C:24]([CH2:27][C:28](O)=[O:29])=[CH:23][CH:22]=1. (3) Given the product [NH:11]1[CH:12]=[CH:13][N:14]=[C:10]1[C:7]1[CH:8]=[CH:9][C:4]([NH2:1])=[CH:5][CH:6]=1, predict the reactants needed to synthesize it. The reactants are: [N+:1]([C:4]1[CH:9]=[CH:8][C:7]([C:10]2[NH:11][CH:12]=[CH:13][N:14]=2)=[CH:6][CH:5]=1)([O-])=O.